Task: Predict the product of the given reaction.. Dataset: Forward reaction prediction with 1.9M reactions from USPTO patents (1976-2016) (1) Given the reactants Cl[C:2]1[C:3]2[C:4](=[CH:20][N:21](CC3C=CC(OC)=CC=3)[N:22]=2)[N:5]=[C:6]([C:8]2[CH:9]=[C:10]([N:14]3[CH2:19][CH2:18][O:17][CH2:16][CH2:15]3)[CH:11]=[CH:12][CH:13]=2)[N:7]=1.[CH3:32][N:33]1[CH2:38][CH2:37][N:36]([C:39]2[CH:45]=[CH:44][C:42]([NH2:43])=[CH:41][CH:40]=2)[CH2:35][CH2:34]1.Cl, predict the reaction product. The product is: [CH3:32][N:33]1[CH2:34][CH2:35][N:36]([C:39]2[CH:45]=[CH:44][C:42]([NH:43][C:2]3[C:3]4[NH:22][N:21]=[CH:20][C:4]=4[N:5]=[C:6]([C:8]4[CH:13]=[CH:12][CH:11]=[C:10]([N:14]5[CH2:15][CH2:16][O:17][CH2:18][CH2:19]5)[CH:9]=4)[N:7]=3)=[CH:41][CH:40]=2)[CH2:37][CH2:38]1. (2) Given the reactants [NH2:1][C:2]1[CH:3]=[C:4]([OH:9])[CH:5]=[CH:6][C:7]=1[F:8].C(=O)([O-])O.[Na+].[Cl:15][C:16]1[C:24]([C:25]([C:28]#[N:29])([CH3:27])[CH3:26])=[CH:23][CH:22]=[CH:21][C:17]=1[C:18](Cl)=[O:19].C(OCC)(=O)C, predict the reaction product. The product is: [Cl:15][C:16]1[C:24]([C:25]([C:28]#[N:29])([CH3:27])[CH3:26])=[CH:23][CH:22]=[CH:21][C:17]=1[C:18]([NH:1][C:2]1[CH:3]=[C:4]([OH:9])[CH:5]=[CH:6][C:7]=1[F:8])=[O:19]. (3) The product is: [C:1]([O:5][C:6]([N:8]1[CH2:9][CH2:10][CH:11]([CH2:14][C:15](=[O:17])[NH:21][C:24]2[CH:25]=[CH:3][C:1]([C:32]3[CH:31]=[CH:12][CH:11]=[CH:10][CH:9]=3)=[CH:2][CH:26]=2)[CH2:12][CH2:13]1)=[O:7])([CH3:2])([CH3:3])[CH3:4]. Given the reactants [C:1]([O:5][C:6]([N:8]1[CH2:13][CH2:12][CH:11]([CH2:14][C:15]([OH:17])=O)[CH2:10][CH2:9]1)=[O:7])([CH3:4])([CH3:3])[CH3:2].C([N:21]([CH:24]([CH3:26])[CH3:25])CC)(C)C.[Cl-].ClC1N(C)[CH2:32][CH2:31][NH+]1C, predict the reaction product. (4) Given the reactants [CH2:1]([N:9]([CH3:15])[C:10]([NH2:14])=[N:11][C:12]#[N:13])[CH2:2][CH2:3][CH2:4][CH2:5][CH2:6][CH2:7][CH3:8].[Cl:16][C:17]1[CH:18]=[C:19]([CH:22]=[CH:23][C:24]=1[Cl:25])[CH2:20][NH2:21].C1(C)C(C)=CC=CC=1.Cl, predict the reaction product. The product is: [ClH:16].[CH2:1]([N:9]([CH3:15])[C:10](=[NH:14])[NH:11][C:12](=[NH:13])[NH:21][CH2:20][C:19]1[CH:22]=[CH:23][C:24]([Cl:25])=[C:17]([Cl:16])[CH:18]=1)[CH2:2][CH2:3][CH2:4][CH2:5][CH2:6][CH2:7][CH3:8]. (5) Given the reactants [CH:1]1([S:6]([C:9]2[CH:10]=[C:11]([CH2:15][CH2:16][CH2:17][CH2:18][O:19][CH2:20][CH2:21][CH2:22][CH2:23][CH2:24][CH2:25][N:26]3[CH2:30][C@@H:29]([C:31]4[CH:42]=[CH:41][C:34]5[O:35][C:36]([CH3:40])([CH3:39])[O:37][CH2:38][C:33]=5[CH:32]=4)[O:28]C3=O)[CH:12]=[CH:13][CH:14]=2)(=[O:8])=[O:7])[CH2:5][CH2:4][CH2:3][CH2:2]1.C[Si](C)(C)[O-].[K+], predict the reaction product. The product is: [CH:1]1([S:6]([C:9]2[CH:10]=[C:11]([CH2:15][CH2:16][CH2:17][CH2:18][O:19][CH2:20][CH2:21][CH2:22][CH2:23][CH2:24][CH2:25][NH:26][CH2:30][C@@H:29]([C:31]3[CH:42]=[CH:41][C:34]4[O:35][C:36]([CH3:39])([CH3:40])[O:37][CH2:38][C:33]=4[CH:32]=3)[OH:28])[CH:12]=[CH:13][CH:14]=2)(=[O:8])=[O:7])[CH2:2][CH2:3][CH2:4][CH2:5]1. (6) Given the reactants [CH:1]([O:4][C:5]1[N:10]=[CH:9][C:8]([C:11]2[N:12]=[C:13](O)[C:14]3[C:19]([CH:20]=2)=[CH:18][C:17]([O:21][CH3:22])=[CH:16][CH:15]=3)=[CH:7][CH:6]=1)([CH3:3])[CH3:2].O=P(Cl)(Cl)[Cl:26], predict the reaction product. The product is: [Cl:26][C:13]1[C:14]2[C:19](=[CH:18][C:17]([O:21][CH3:22])=[CH:16][CH:15]=2)[CH:20]=[C:11]([C:8]2[CH:9]=[N:10][C:5]([O:4][CH:1]([CH3:3])[CH3:2])=[CH:6][CH:7]=2)[N:12]=1.